The task is: Predict the product of the given reaction.. This data is from Forward reaction prediction with 1.9M reactions from USPTO patents (1976-2016). (1) Given the reactants [CH3:1][C:2]1([CH3:10])[O:7][C:6](=[O:8])[CH2:5][C:4](=[O:9])[O:3]1.N1C=CC=CC=1.[Cl:17][C:18]1[CH:23]=[CH:22][C:21]([CH2:24][C:25](Cl)=[O:26])=[CH:20][CH:19]=1.Cl, predict the reaction product. The product is: [Cl:17][C:18]1[CH:23]=[CH:22][C:21]([CH2:24][C:25](=[C:5]2[C:6](=[O:8])[O:7][C:2]([CH3:10])([CH3:1])[O:3][C:4]2=[O:9])[OH:26])=[CH:20][CH:19]=1. (2) Given the reactants Cl[CH2:2][CH2:3][CH2:4][N:5]1[C:14]2[C:9](=[CH:10][CH:11]=[CH:12][CH:13]=2)[CH2:8][CH2:7][C:6]1=[O:15].[CH2:16]([O:19][CH:20]1[CH2:25][CH2:24][NH:23][CH2:22][CH2:21]1)[CH2:17][CH3:18].C(=O)([O-])[O-].[K+].[K+].[I-].[Na+], predict the reaction product. The product is: [CH2:16]([O:19][CH:20]1[CH2:25][CH2:24][N:23]([CH2:2][CH2:3][CH2:4][N:5]2[C:14]3[C:9](=[CH:10][CH:11]=[CH:12][CH:13]=3)[CH2:8][CH2:7][C:6]2=[O:15])[CH2:22][CH2:21]1)[CH2:17][CH3:18]. (3) Given the reactants [C:1]([O:20]C)(=O)[CH2:2][CH2:3][CH2:4][CH2:5][CH2:6][CH2:7][CH2:8]/[CH:9]=[CH:10]\[CH2:11][CH2:12][CH2:13][CH2:14]CCCC.C([O:24]CC)=C, predict the reaction product. The product is: [CH2:4]([OH:24])[CH:3]=[CH:2][CH2:1][OH:20].[CH3:14][CH2:13][CH2:12][CH2:11][CH2:10][CH2:9][CH2:8][CH2:7][CH2:6][CH2:5][CH2:4][CH2:3][CH2:2][CH3:1]. (4) Given the reactants Br[C:2]1[CH:3]=[C:4]([N+:10]([O-:12])=[O:11])[C:5]([C:8]#[N:9])=[N:6][CH:7]=1.[NH:13]1[CH2:18][CH2:17][O:16][CH2:15][CH2:14]1, predict the reaction product. The product is: [N:13]1([C:2]2[CH:3]=[C:4]([N+:10]([O-:12])=[O:11])[C:5]([C:8]#[N:9])=[N:6][CH:7]=2)[CH2:18][CH2:17][O:16][CH2:15][CH2:14]1. (5) The product is: [CH3:1][C:2]1([CH3:39])[CH2:7][CH2:6][C:5]([C:8]2[CH:13]=[C:12]([CH2:14][CH2:15][S:16](=[O:20])(=[O:19])[NH:17][CH3:18])[CH:11]=[CH:10][C:9]=2[NH:21][C:22]([C:24]2[NH:25][CH:26]=[C:27]([C:29]#[N:30])[N:28]=2)=[O:23])=[CH:4][CH2:3]1. Given the reactants [CH3:1][C:2]1([CH3:39])[CH2:7][CH2:6][C:5]([C:8]2[CH:13]=[C:12]([CH2:14][CH2:15][S:16](=[O:20])(=[O:19])[NH:17][CH3:18])[CH:11]=[CH:10][C:9]=2[NH:21][C:22]([C:24]2[N:25](COCC[Si](C)(C)C)[CH:26]=[C:27]([C:29]#[N:30])[N:28]=2)=[O:23])=[CH:4][CH2:3]1.CO.C(O)(C(F)(F)F)=O, predict the reaction product. (6) Given the reactants [CH3:1][C:2]1[NH:3][C:4]2[C:9]([CH:10]=1)=[CH:8][C:7]([NH2:11])=[CH:6][CH:5]=2.[CH3:12][N:13]([CH3:29])[CH2:14][CH2:15][NH:16][C:17]([C:19]1[S:27][C:26]2[C:21](=[N:22][CH:23]=[CH:24][C:25]=2Cl)[CH:20]=1)=[O:18], predict the reaction product. The product is: [CH3:12][N:13]([CH3:29])[CH2:14][CH2:15][NH:16][C:17]([C:19]1[S:27][C:26]2[C:21](=[N:22][CH:23]=[CH:24][C:25]=2[NH:11][C:7]2[CH:8]=[C:9]3[C:4](=[CH:5][CH:6]=2)[NH:3][C:2]([CH3:1])=[CH:10]3)[CH:20]=1)=[O:18].